Dataset: Full USPTO retrosynthesis dataset with 1.9M reactions from patents (1976-2016). Task: Predict the reactants needed to synthesize the given product. (1) Given the product [CH3:23][N:13]([N:3]1[CH:4]=[C:5]([C:7]2[CH:8]=[N:9][CH:10]=[CH:11][CH:12]=2)[N:6]=[C:2]1[CH3:1])[C:14](=[O:20])[O:15][C:16]([CH3:17])([CH3:19])[CH3:18], predict the reactants needed to synthesize it. The reactants are: [CH3:1][C:2]1[N:3]([NH:13][C:14](=[O:20])[O:15][C:16]([CH3:19])([CH3:18])[CH3:17])[CH:4]=[C:5]([C:7]2[CH:8]=[N:9][CH:10]=[CH:11][CH:12]=2)[N:6]=1.[H-].[Na+].[CH3:23]I. (2) Given the product [CH:8]1([N:7]2[CH2:2][CH2:3][NH:4][C:5]2=[O:6])[CH2:12][CH2:11][CH2:10][CH2:9]1, predict the reactants needed to synthesize it. The reactants are: Cl[CH2:2][CH2:3][NH:4][C:5]([NH:7][CH:8]1[CH2:12][CH2:11][CH2:10][CH2:9]1)=[O:6].[H-].[Na+]. (3) Given the product [F:32][C:33]1[C:34]([C:23]2[CH:22]=[C:21]([N:26]3[CH2:31][CH2:30][O:29][CH2:28][CH2:27]3)[N:20]=[C:19]([NH:18][C:13]3[CH:14]=[C:15]4[C:10](=[CH:11][CH:12]=3)[CH2:9][NH:8][CH2:17][CH2:16]4)[N:24]=2)=[C:35]2[C:39](=[CH:40][CH:41]=1)[NH:38][CH:37]=[CH:36]2, predict the reactants needed to synthesize it. The reactants are: C(OC([N:8]1[CH2:17][CH2:16][C:15]2[C:10](=[CH:11][CH:12]=[C:13]([NH:18][C:19]3[N:24]=[C:23](Cl)[CH:22]=[C:21]([N:26]4[CH2:31][CH2:30][O:29][CH2:28][CH2:27]4)[N:20]=3)[CH:14]=2)[CH2:9]1)=O)(C)(C)C.[F:32][C:33]1[C:34](B2OC(C)(C)C(C)(C)O2)=[C:35]2[C:39](=[CH:40][CH:41]=1)[NH:38][CH:37]=[CH:36]2. (4) Given the product [CH2:18]([O:20][C:21]([C:23]1[CH:24]=[C:25]([NH:29][C:30]2[N:32]=[C:5]([C:7]3[CH:12]=[CH:11][N:10]=[C:9]([Cl:13])[CH:8]=3)[CH:4]=[CH:3][N:31]=2)[CH:26]=[CH:27][CH:28]=1)=[O:22])[CH3:19], predict the reactants needed to synthesize it. The reactants are: CN(C)[CH:3]=[CH:4][C:5]([C:7]1[CH:12]=[CH:11][N:10]=[C:9]([Cl:13])[CH:8]=1)=O.N(O)=O.[CH2:18]([O:20][C:21]([C:23]1[CH:24]=[C:25]([NH:29][C:30]([NH2:32])=[NH:31])[CH:26]=[CH:27][CH:28]=1)=[O:22])[CH3:19].[OH-].[Na+].O. (5) Given the product [NH2:20][C:21]1[C:26]2[NH:27][C:6](=[O:7])[N:28]([CH2:29][C:30]3[CH:31]=[N:32][C:33]([CH3:36])=[CH:34][CH:35]=3)[C:25]=2[CH:24]=[C:23]([C:37]2[O:38][CH:39]=[CH:40][N:41]=2)[N:22]=1, predict the reactants needed to synthesize it. The reactants are: C1N=CN([C:6](N2C=NC=C2)=[O:7])C=1.C([N:20](CC1C=CC=CC=1)[C:21]1[C:26]([NH2:27])=[C:25]([NH:28][CH2:29][C:30]2[CH:31]=[N:32][C:33]([CH3:36])=[CH:34][CH:35]=2)[CH:24]=[C:23]([C:37]2[O:38][CH:39]=[CH:40][N:41]=2)[N:22]=1)C1C=CC=CC=1. (6) Given the product [CH:7]1[C:6]2[C:5](=[CH:4][CH:3]=[CH:11][CH:10]=2)[CH:12]=[CH:13][N:15]=1, predict the reactants needed to synthesize it. The reactants are: CO[C:3]1[CH:11]=[CH:10][C:6]([C:7](Cl)=O)=[C:5]([CH3:12])[CH:4]=1.[CH2:13]([NH:15]CC)C. (7) Given the product [F:1][C:2]1[CH:21]=[CH:20][CH:19]=[CH:18][C:3]=1[CH2:4][N:5]1[C:9]([C:10]2[N:29]=[CH:22][O:25][N:11]=2)=[N:8][C:7]([C:12]2[CH:17]=[CH:16][CH:15]=[CH:14][N:13]=2)=[N:6]1, predict the reactants needed to synthesize it. The reactants are: [F:1][C:2]1[CH:21]=[CH:20][CH:19]=[CH:18][C:3]=1[CH2:4][N:5]1[C:9]([C:10]#[N:11])=[N:8][C:7]([C:12]2[CH:17]=[CH:16][CH:15]=[CH:14][N:13]=2)=[N:6]1.[C:22](=[O:25])([O-])[O-].[K+].[K+].Cl.[NH2:29]O.O.C1(C)C=CC(S(O)(=O)=O)=CC=1. (8) Given the product [CH:36]12[CH2:38][CH:33]([CH:32]([O:31][C:17]3[N:18]=[C:19]([N:20]4[CH:21]5[CH2:27][CH2:26][CH:25]4[CH2:24][CH:23]([CH2:28][O:29][CH3:30])[CH2:22]5)[C:14]4[C:13]([C:47]5[CH:52]=[CH:51][CH:50]=[CH:49][CH:48]=5)=[C:12]([C:10]([N:9]([CH3:53])[CH3:8])=[O:11])[S:46][C:15]=4[N:16]=3)[CH2:37]1)[CH2:34][NH:35]2, predict the reactants needed to synthesize it. The reactants are: FC(F)(F)C(O)=O.[CH3:8][N:9]([CH3:53])[C:10]([C:12]1[S:46][C:15]2[N:16]=[C:17]([O:31][CH:32]3[CH2:37][CH:36]4[CH2:38][CH:33]3[CH2:34][N:35]4C(OC(C)(C)C)=O)[N:18]=[C:19]([N:20]3[CH:25]4[CH2:26][CH2:27][CH:21]3[CH2:22][CH:23]([CH2:28][O:29][CH3:30])[CH2:24]4)[C:14]=2[C:13]=1[C:47]1[CH:52]=[CH:51][CH:50]=[CH:49][CH:48]=1)=[O:11].